Dataset: Peptide-MHC class I binding affinity with 185,985 pairs from IEDB/IMGT. Task: Regression. Given a peptide amino acid sequence and an MHC pseudo amino acid sequence, predict their binding affinity value. This is MHC class I binding data. (1) The peptide sequence is KLKSLYNTV. The MHC is HLA-B08:02 with pseudo-sequence HLA-B08:02. The binding affinity (normalized) is 0.0847. (2) The peptide sequence is RVYAELAAL. The MHC is HLA-A02:03 with pseudo-sequence HLA-A02:03. The binding affinity (normalized) is 1.00. (3) The peptide sequence is SCINGQCPY. The MHC is HLA-B46:01 with pseudo-sequence HLA-B46:01. The binding affinity (normalized) is 0.0847. (4) The peptide sequence is FTARIIIFS. The MHC is HLA-B27:05 with pseudo-sequence HLA-B27:05. The binding affinity (normalized) is 0.213.